Dataset: NCI-60 drug combinations with 297,098 pairs across 59 cell lines. Task: Regression. Given two drug SMILES strings and cell line genomic features, predict the synergy score measuring deviation from expected non-interaction effect. (1) Drug 1: C1=NC2=C(N1)C(=S)N=C(N2)N. Drug 2: CC(C1=C(C=CC(=C1Cl)F)Cl)OC2=C(N=CC(=C2)C3=CN(N=C3)C4CCNCC4)N. Cell line: SF-295. Synergy scores: CSS=52.2, Synergy_ZIP=13.4, Synergy_Bliss=12.8, Synergy_Loewe=10.1, Synergy_HSA=16.3. (2) Drug 1: CC1CC2C3CCC4=CC(=O)C=CC4(C3(C(CC2(C1(C(=O)CO)O)C)O)F)C. Drug 2: CS(=O)(=O)CCNCC1=CC=C(O1)C2=CC3=C(C=C2)N=CN=C3NC4=CC(=C(C=C4)OCC5=CC(=CC=C5)F)Cl. Cell line: NCI-H460. Synergy scores: CSS=-0.838, Synergy_ZIP=-4.54, Synergy_Bliss=-9.27, Synergy_Loewe=-5.16, Synergy_HSA=-4.95. (3) Drug 1: C1=C(C(=O)NC(=O)N1)N(CCCl)CCCl. Drug 2: CN(CCCl)CCCl.Cl. Cell line: SNB-19. Synergy scores: CSS=31.1, Synergy_ZIP=-7.49, Synergy_Bliss=0.503, Synergy_Loewe=-3.62, Synergy_HSA=0.829. (4) Drug 1: C1=C(C(=O)NC(=O)N1)F. Synergy scores: CSS=44.7, Synergy_ZIP=12.4, Synergy_Bliss=14.2, Synergy_Loewe=-6.38, Synergy_HSA=11.2. Drug 2: CC1(CCCN1)C2=NC3=C(C=CC=C3N2)C(=O)N. Cell line: HT29.